This data is from Forward reaction prediction with 1.9M reactions from USPTO patents (1976-2016). The task is: Predict the product of the given reaction. (1) Given the reactants [P].CC1C(N=C=O)=CC(N=[C:10]=[O:11])=CC=1.C1C(CC2C=CC(N=C=O)=CC=2)=CC=C(N=C=O)C=1.CC(O)CO[CH:38]([CH2:40][OH:41])C.[CH2:43]1[N:48]2C[CH2:50][N:45]([CH2:46][CH2:47]2)[CH2:44]1.CN(C)CC[O:55][CH2:56][CH2:57][N:58]([CH3:60])[CH3:59], predict the reaction product. The product is: [N:58]([CH2:38][CH2:40][OH:41])([CH2:57][CH2:56][OH:55])[CH2:60][CH2:10][OH:11].[CH3:46][N:45]([CH3:50])[CH2:44][CH2:43][N:48]([CH3:47])[CH2:56][CH2:57][N:58]([CH3:59])[CH3:60]. (2) Given the reactants O=C1C=CC(=O)N1CCC(NCCOCCOCCOCCOCCOCCOCCOCCOCCC(NCCCOC1C=CC([NH:52][C:53](=[O:76])[C@@H:54]([NH:59][C:60](=[O:75])[CH2:61][NH:62][C:63](=[O:74])[C:64]2[CH:69]=[CH:68][CH:67]=[C:66]([NH:70][C:71]([NH2:73])=[NH:72])[CH:65]=2)[CH2:55][C:56]([OH:58])=[O:57])=CC=1)=O)=O.FC(F)(F)C(O)=O.NCCOC1C=CC(NC(=O)[C@@H](NC(=O)CNC(=O)C2C=CC=C(NC(N)=N)C=2)CC(O)=O)=CC=1.O=C1CCC(=O)N1OC(=O)C(OCCOCCOCCOCCOCCOCCOCCOCCNC(=O)CCN1C(=O)C=CC1=O)C, predict the reaction product. The product is: [NH:70]([C:66]1[CH:65]=[C:64]([CH:69]=[CH:68][CH:67]=1)[C:63]([NH:62][CH2:61][C:60]([NH:59][CH:54]([C:53]([NH2:52])=[O:76])[CH2:55][C:56]([OH:58])=[O:57])=[O:75])=[O:74])[C:71]([NH2:73])=[NH:72]. (3) Given the reactants I[C:2]1[CH:21]=[CH:20][C:5]([CH2:6][O:7][C@@H:8]2[CH2:13][O:12][C:11]3=[N:14][C:15]([N+:17]([O-:19])=[O:18])=[CH:16][N:10]3[CH2:9]2)=[CH:4][CH:3]=1.[C:22]([Si](C)(C)C)#[CH:23], predict the reaction product. The product is: [C:22]([C:2]1[CH:21]=[CH:20][C:5]([CH2:6][O:7][C@@H:8]2[CH2:13][O:12][C:11]3=[N:14][C:15]([N+:17]([O-:19])=[O:18])=[CH:16][N:10]3[CH2:9]2)=[CH:4][CH:3]=1)#[CH:23]. (4) Given the reactants [C:1]([O:5][C:6]([N:8]1[CH2:13][CH2:12][CH:11]([NH:14][C:15]2[CH:20]=[CH:19][C:18]([CH3:21])=[CH:17][C:16]=2[NH2:22])[CH2:10][CH2:9]1)=[O:7])([CH3:4])([CH3:3])[CH3:2].[CH2:23]([O:25][C:26]([O:40][CH2:41][CH3:42])([CH3:39])[C:27](OC1C=CC([N+]([O-])=O)=CC=1)=[O:28])[CH3:24], predict the reaction product. The product is: [C:1]([O:5][C:6]([N:8]1[CH2:13][CH2:12][CH:11]([NH:14][C:15]2[CH:20]=[CH:19][C:18]([CH3:21])=[CH:17][C:16]=2[NH:22][C:27](=[O:28])[C:26]([O:40][CH2:41][CH3:42])([O:25][CH2:23][CH3:24])[CH3:39])[CH2:10][CH2:9]1)=[O:7])([CH3:4])([CH3:3])[CH3:2].